This data is from Reaction yield outcomes from USPTO patents with 853,638 reactions. The task is: Predict the reaction yield, written as a fraction of the theoretical maximum amount of product (1.0 means a 100% yield; for example, 0.34 means a 34% yield). (1) The reactants are [Cl:1][C:2]1[N:7]=[C:6](Cl)[C:5]([Cl:9])=[C:4]([Cl:10])[N:3]=1.[OH-:11].[Na+].Cl. The catalyst is C1COCC1. The product is [Cl:1][C:2]1[N:7]=[C:6]([OH:11])[C:5]([Cl:9])=[C:4]([Cl:10])[N:3]=1. The yield is 0.660. (2) The product is [F:22][CH2:23][CH2:24][NH:19][C:17]([C@@H:15]1[O:14][C:13](=[O:20])[N:12]([C:10]2[CH:9]=[CH:8][C:7]3[N:2]([CH3:1])[C:3](=[O:21])[CH2:4][O:5][C:6]=3[CH:11]=2)[CH2:16]1)=[O:18]. The catalyst is CO. The reactants are [CH3:1][N:2]1[C:7]2[CH:8]=[CH:9][C:10]([N:12]3[CH2:16][C@H:15]([C:17]([NH2:19])=[O:18])[O:14][C:13]3=[O:20])=[CH:11][C:6]=2[O:5][CH2:4][C:3]1=[O:21].[F:22][CH2:23][CH2:24]N.Cl.C(N(CC)CC)C. The yield is 0.630. (3) The reactants are [NH:1]1[CH:5]=[C:4]([C:6]2[C:7]([NH2:13])=[N:8][C:9]([NH2:12])=[CH:10][CH:11]=2)[CH:3]=[N:2]1.[H-].[Na+].[CH2:16]([O:23][C:24]1[CH:31]=[CH:30][C:27]([CH2:28]Cl)=[CH:26][CH:25]=1)[C:17]1[CH:22]=[CH:21][CH:20]=[CH:19][CH:18]=1. The catalyst is CN(C)C=O. The product is [CH2:16]([O:23][C:24]1[CH:25]=[CH:26][C:27]([CH2:28][N:1]2[CH:5]=[C:4]([C:6]3[C:7]([NH2:13])=[N:8][C:9]([NH2:12])=[CH:10][CH:11]=3)[CH:3]=[N:2]2)=[CH:30][CH:31]=1)[C:17]1[CH:18]=[CH:19][CH:20]=[CH:21][CH:22]=1. The yield is 0.450.